From a dataset of Catalyst prediction with 721,799 reactions and 888 catalyst types from USPTO. Predict which catalyst facilitates the given reaction. (1) Reactant: [CH3:1]N(C=O)C.[CH:6]1([C:11]2([CH3:27])[NH:15][C:14](=[O:16])[N:13]([CH2:17][C:18]3[CH:23]=[CH:22][C:21]([O:24][CH3:25])=[CH:20][CH:19]=3)[C:12]2=[O:26])[CH2:10][CH2:9][CH2:8][CH2:7]1.[H-].[Na+].CI. Product: [CH:6]1([C:11]2([CH3:27])[N:15]([CH3:1])[C:14](=[O:16])[N:13]([CH2:17][C:18]3[CH:19]=[CH:20][C:21]([O:24][CH3:25])=[CH:22][CH:23]=3)[C:12]2=[O:26])[CH2:7][CH2:8][CH2:9][CH2:10]1. The catalyst class is: 6. (2) Reactant: C([O-])([O-])=O.[Cs+].[Cs+].[CH3:7][S:8]([C:11]1[CH:16]=[CH:15][C:14](F)=[CH:13][CH:12]=1)(=[O:10])=[O:9].[CH3:18][O:19][C:20]([C:22]1[C:30]2[O:29][C:28]([CH3:31])=[CH:27][C:26]=2[CH:25]=[C:24]([OH:32])[CH:23]=1)=[O:21]. Product: [CH3:18][O:19][C:20]([C:22]1[C:30]2[O:29][C:28]([CH3:31])=[CH:27][C:26]=2[CH:25]=[C:24]([O:32][C:14]2[CH:15]=[CH:16][C:11]([S:8]([CH3:7])(=[O:10])=[O:9])=[CH:12][CH:13]=2)[CH:23]=1)=[O:21]. The catalyst class is: 3. (3) Product: [CH3:5][CH2:6][CH2:1][CH2:2][CH2:3][CH3:4].[OH:14][C:11]1[CH:12]=[CH:13][C:8]([C:1]2[CH:2]=[CH:3][C:4]([O:7][CH:22]([CH3:26])[C:23](=[O:25])[CH3:24])=[CH:5][CH:6]=2)=[CH:9][CH:10]=1.[CH3:3][C:4]([CH3:5])=[O:7]. The catalyst class is: 21. Reactant: [C:1]1([C:8]2[CH:13]=[CH:12][C:11]([OH:14])=[CH:10][CH:9]=2)[CH:6]=[CH:5][C:4]([OH:7])=[CH:3][CH:2]=1.C(=O)([O-])[O-].[K+].[K+].Cl[CH:22]([CH3:26])[C:23](=[O:25])[CH3:24].[Cl-].[NH4+]. (4) Reactant: C[N:2]([CH:4]=O)[CH3:3].[CH3:6][O:7][C:8](=[O:27])[C:9]1C=[CH:13][CH:12]=[C:11]([C:15]([F:18])([F:17])[F:16])[C:10]=1NC(OC(C)(C)C)=O.BrC[CH2:30][CH2:31][C:32]([O:34][CH3:35])=[O:33].[C:36](=[O:39])([O-:38])[O-].[Cs+].[Cs+].[C:42](OCC)(=O)[CH3:42].[CH3:51][CH2:52][CH2:53][CH2:51][CH2:52][CH3:53]. Product: [CH3:6][O:7][C:8](=[O:27])[C:9]1[CH:10]=[C:11]([C:15]([F:16])([F:17])[F:18])[CH:12]=[CH:13][C:3]=1[N:2]([C:36]([O:38][C:52]([CH3:51])([CH3:53])[CH3:42])=[O:39])[CH2:4][CH2:30][CH2:31][C:32]([O:34][CH3:35])=[O:33]. The catalyst class is: 84. (5) Reactant: Cl[CH2:2][CH:3]([OH:30])[CH2:4][NH:5][C:6]([C:8]1[CH:9]=[N:10][N:11]2[CH:16]=[CH:15][C:14]([N:17]3[CH2:21][CH2:20][CH2:19][C@@H:18]3[C:22]3[C:23](=[O:29])[NH:24][CH:25]=[C:26]([F:28])[CH:27]=3)=[N:13][C:12]=12)=[O:7].C([O-])([O-])=O.[Cs+].[Cs+]. Product: [F:28][C:26]1[CH:27]=[C:22]2[C:23](=[N:24][CH:25]=1)[O:29][CH2:2][CH:3]([OH:30])[CH2:4][NH:5][C:6](=[O:7])[C:8]1=[C:12]3[N:13]=[C:14]([CH:15]=[CH:16][N:11]3[N:10]=[CH:9]1)[N:17]1[C@@H:18]2[CH2:19][CH2:20][CH2:21]1. The catalyst class is: 3. (6) Reactant: [K+].[Br-].BrC(Br)(Br)C1C=CC2C(=CC=C([I:15])C=2)N=1.C(N(CC)CCN[C:24]([C:26]1[C:35](=[O:36])[C:34]2[C:29](=[CH:30][CH:31]=[C:32](I)[CH:33]=2)[NH:28][CH:27]=1)=O)C.NC1C=C2C(=CC=1)N=C(C(OCC)=O)C=N2.IC1C=[C:59]2C(=CC=1)NC=[C:61]([C:67]([O:69][CH2:70]C)=[O:68])[C:60]2=O. Product: [I:15][C:33]1[CH:32]=[CH:31][CH:30]=[C:29]2[C:34]=1[C:35](=[O:36])[C:26]1[CH:24]=[CH:59][CH:60]=[C:61]([C:67]([O:69][CH3:70])=[O:68])[C:27]=1[NH:28]2. The catalyst class is: 4. (7) Reactant: C(NCC)C.[Li]CCCC.[C:11]([Si:15]([CH3:28])([CH3:27])[N:16]1[CH:19]([C:20]2[CH:25]=[CH:24][CH:23]=[CH:22][CH:21]=2)[CH2:18][C:17]1=[O:26])([CH3:14])([CH3:13])[CH3:12].Br[CH2:30][CH2:31][CH:32]([Br:34])[CH3:33].[NH4+].[Cl-]. Product: [Br:34][CH:32]([CH3:33])[CH2:31][CH2:30][CH:18]1[CH:19]([C:20]2[CH:21]=[CH:22][CH:23]=[CH:24][CH:25]=2)[N:16]([Si:15]([C:11]([CH3:14])([CH3:13])[CH3:12])([CH3:28])[CH3:27])[C:17]1=[O:26]. The catalyst class is: 1.